This data is from Full USPTO retrosynthesis dataset with 1.9M reactions from patents (1976-2016). The task is: Predict the reactants needed to synthesize the given product. (1) Given the product [CH3:16][C:15]([CH3:18])([CH3:17])[CH2:14][C:10]1[CH:11]=[N:12][N:13]2[C:4](=[O:3])[NH:5][C:6](=[S:7])[NH:8][C:9]=12, predict the reactants needed to synthesize it. The reactants are: C([O:3][C:4](=O)[NH:5][C:6]([NH:8][C:9]1[NH:13][N:12]=[CH:11][C:10]=1[CH2:14][C:15]([CH3:18])([CH3:17])[CH3:16])=[S:7])C.[OH-].[Na+].S(=O)(=O)(O)O. (2) Given the product [CH2:1]([S:3]([N:6]1[CH2:7][CH2:8][CH:9]([C:12]2[C:20]3[C:15](=[C:16]([C:29]([NH2:31])=[O:30])[CH:17]=[C:18]([C:21]4[CH:22]=[CH:23][C:24]([CH:27]=[N:34][O:33][CH3:32])=[CH:25][CH:26]=4)[CH:19]=3)[NH:14][CH:13]=2)[CH2:10][CH2:11]1)(=[O:5])=[O:4])[CH3:2], predict the reactants needed to synthesize it. The reactants are: [CH2:1]([S:3]([N:6]1[CH2:11][CH2:10][CH:9]([C:12]2[C:20]3[C:15](=[C:16]([C:29]([NH2:31])=[O:30])[CH:17]=[C:18]([C:21]4[CH:26]=[CH:25][C:24]([CH:27]=O)=[CH:23][CH:22]=4)[CH:19]=3)[NH:14][CH:13]=2)[CH2:8][CH2:7]1)(=[O:5])=[O:4])[CH3:2].[CH3:32][O:33][NH2:34]. (3) Given the product [Cl:11][C:6]1[CH:5]=[N:4][CH:3]=[C:2]([Cl:1])[C:7]=1[C:8]([NH:51][C:49]([C:48]1[CH:52]=[CH:53][N:54]=[C:46]([Cl:45])[CH:47]=1)=[NH:14])=[O:10], predict the reactants needed to synthesize it. The reactants are: [Cl:1][C:2]1[CH:3]=[N:4][CH:5]=[C:6]([Cl:11])[C:7]=1[C:8]([OH:10])=O.CC[N:14](C(C)C)C(C)C.CN(C(ON1N=NC2C=CC=NC1=2)=[N+](C)C)C.F[P-](F)(F)(F)(F)F.[Cl:45][C:46]1[CH:47]=[C:48]([CH:52]=[CH:53][N:54]=1)[C:49]([NH2:51])=O.